From a dataset of Catalyst prediction with 721,799 reactions and 888 catalyst types from USPTO. Predict which catalyst facilitates the given reaction. (1) Product: [C:7](/[C:6](/[C:3]1[CH:4]=[CH:5][S:1][CH:2]=1)=[CH:10]\[C:9]([OH:13])=[O:12])#[N:8]. The catalyst class is: 5. Reactant: [S:1]1[CH:5]=[CH:4][C:3]([CH2:6][C:7]#[N:8])=[CH:2]1.[C:9]([OH:13])(=[O:12])[CH:10]=O.C(=O)([O-])[O-].[K+].[K+]. (2) Reactant: [CH3:1][C:2]1[CH:24]=[N:23][C:5]2[N:6]([C:11]([O:13]C3C=CC([N+]([O-])=O)=CC=3)=O)[CH2:7][C:8](=[O:10])[NH:9][C:4]=2[CH:3]=1.Cl.[NH2:26][CH:27]([C:32]1[CH:37]=[CH:36][C:35]([O:38][C:39]([F:42])([F:41])[F:40])=[C:34]([F:43])[CH:33]=1)[C:28]([CH3:31])([OH:30])[CH3:29].C(N(CC)CC)C.O. Product: [F:43][C:34]1[CH:33]=[C:32]([CH:27]([NH:26][C:11]([N:6]2[CH2:7][C:8](=[O:10])[NH:9][C:4]3[CH:3]=[C:2]([CH3:1])[CH:24]=[N:23][C:5]2=3)=[O:13])[C:28]([OH:30])([CH3:31])[CH3:29])[CH:37]=[CH:36][C:35]=1[O:38][C:39]([F:42])([F:41])[F:40]. The catalyst class is: 9. (3) Reactant: [N+:1]([O-:4])([O-])=[O:2].[K+].[CH:6]1([C:12]2[NH:13][S:14](=[O:23])(=[O:22])[C:15]3[CH:21]=[CH:20][CH:19]=[CH:18][C:16]=3[N:17]=2)[CH2:11][CH2:10][CH2:9][CH2:8][CH2:7]1. Product: [CH:6]1([C:12]2[NH:13][S:14](=[O:22])(=[O:23])[C:15]3[CH:21]=[C:20]([N+:1]([O-:4])=[O:2])[CH:19]=[CH:18][C:16]=3[N:17]=2)[CH2:7][CH2:8][CH2:9][CH2:10][CH2:11]1. The catalyst class is: 82.